Dataset: Catalyst prediction with 721,799 reactions and 888 catalyst types from USPTO. Task: Predict which catalyst facilitates the given reaction. (1) Reactant: [CH3:1][NH2:2].[CH2:3]([N:7]1[C:11]2[CH:12]=[C:13]([CH:16]=O)[CH:14]=[CH:15][C:10]=2[N:9]=[C:8]1[NH2:18])[CH:4]([CH3:6])[CH3:5]. Product: [CH2:3]([N:7]1[C:11]2[CH:12]=[C:13]([CH:16]=[N:2][CH3:1])[CH:14]=[CH:15][C:10]=2[N:9]=[C:8]1[NH2:18])[CH:4]([CH3:6])[CH3:5]. The catalyst class is: 9. (2) Reactant: [O:1]=[C:2]1[C:6]([C:7]([O:9][CH2:10][CH3:11])=[O:8])=[CH:5][N:4]([C:12]2[CH:17]=[CH:16][CH:15]=[CH:14][CH:13]=2)[NH:3]1.[C:18](=O)([O-])[O-].[K+].[K+].CI. Product: [CH3:18][O:1][C:2]1[C:6]([C:7]([O:9][CH2:10][CH3:11])=[O:8])=[CH:5][N:4]([C:12]2[CH:17]=[CH:16][CH:15]=[CH:14][CH:13]=2)[N:3]=1. The catalyst class is: 3. (3) Reactant: [N:1]([CH:4]1[CH2:23][N:8]2[C:9]3[C:14]([C:15]([CH2:16][C:17]([O:19][CH2:20][CH2:21][CH3:22])=[O:18])=[C:7]2[CH2:6][CH2:5]1)=[CH:13][CH:12]=[CH:11][CH:10]=3)=[N+:2]=[N-:3].[CH2:24]([C:27]1[CH:32]=[CH:31][CH:30]=[CH:29][CH:28]=1)[C:25]#[CH:26].C(N(C(C)C)CC)(C)C. Product: [CH2:24]([C:25]1[N:3]=[N:2][N:1]([CH:4]2[CH2:23][N:8]3[C:9]4[C:14]([C:15]([CH2:16][C:17]([O:19][CH2:20][CH2:21][CH3:22])=[O:18])=[C:7]3[CH2:6][CH2:5]2)=[CH:13][CH:12]=[CH:11][CH:10]=4)[CH:26]=1)[C:27]1[CH:32]=[CH:31][CH:30]=[CH:29][CH:28]=1. The catalyst class is: 804. (4) Reactant: [Br:1][CH:2]([CH3:12])[C:3]([C:5]1[CH:10]=[CH:9][C:8]([OH:11])=[CH:7][CH:6]=1)=O.[NH2:13][C:14]1[CH:19]=[CH:18][C:17]([I:20])=[CH:16][N:15]=1. Product: [BrH:1].[OH:11][C:8]1[CH:9]=[CH:10][C:5]([C:3]2[N:13]=[C:14]3[CH:19]=[CH:18][C:17]([I:20])=[CH:16][N:15]3[C:2]=2[CH3:12])=[CH:6][CH:7]=1. The catalyst class is: 10. (5) Reactant: C(O[C:5](=[O:7])[CH3:6])(=O)C.Cl.[CH3:9][N:10]1[CH:14]=[C:13]([NH2:15])[C:12]([CH3:16])=[N:11]1.C([O-])(=O)C.[K+]. Product: [CH3:9][N:10]1[CH:14]=[C:13]([NH:15][C:5](=[O:7])[CH3:6])[C:12]([CH3:16])=[N:11]1. The catalyst class is: 25. (6) Reactant: Cl.Cl[CH2:3][CH2:4][N:5]1[CH2:10][CH2:9][O:8][CH2:7][CH2:6]1.[NH2:11][C:12]1[C:13]([C:30]#[C:31][C:32]2[CH:33]=[C:34]([OH:38])[CH:35]=[CH:36][CH:37]=2)=[N:14][C:15]([C:18]2[CH:23]=[CH:22][C:21]([S:24]([CH:27]([CH3:29])[CH3:28])(=[O:26])=[O:25])=[CH:20][CH:19]=2)=[CH:16][N:17]=1.C([O-])([O-])=O.[K+].[K+]. Product: [CH:27]([S:24]([C:21]1[CH:20]=[CH:19][C:18]([C:15]2[N:14]=[C:13]([C:30]#[C:31][C:32]3[CH:37]=[CH:36][CH:35]=[C:34]([O:38][CH2:3][CH2:4][N:5]4[CH2:10][CH2:9][O:8][CH2:7][CH2:6]4)[CH:33]=3)[C:12]([NH2:11])=[N:17][CH:16]=2)=[CH:23][CH:22]=1)(=[O:25])=[O:26])([CH3:29])[CH3:28]. The catalyst class is: 3.